From a dataset of Forward reaction prediction with 1.9M reactions from USPTO patents (1976-2016). Predict the product of the given reaction. (1) The product is: [C:3]([C:5]1[CH2:14][C:13](=[O:15])[C:12]2[C:7](=[CH:8][C:9]([CH3:17])=[CH:10][CH:11]=2)[N:6]=1)([OH:4])=[O:2]. Given the reactants C[O:2][C:3]([C:5]1[CH2:14][C:13](=[O:15])[C:12]2[C:7](=[C:8](Cl)[C:9]([CH3:17])=[C:10](Cl)[CH:11]=2)[N:6]=1)=[O:4].O[Li].O, predict the reaction product. (2) Given the reactants [CH2:1]([N:5]1[C:13]2[C:8](=[N:9][C:10]([Cl:15])=[N:11][C:12]=2Cl)[N:7]=[C:6]1[N:16]1[CH2:21][CH2:20][CH2:19][CH:18]([NH:22][C:23](=[O:29])[O:24][C:25]([CH3:28])([CH3:27])[CH3:26])[CH2:17]1)[C:2]#[C:3][CH3:4].C([O-])(=[O:32])C.[Na+], predict the reaction product. The product is: [CH2:1]([N:5]1[C:13]2[C:12](=[O:32])[NH:11][C:10]([Cl:15])=[N:9][C:8]=2[N:7]=[C:6]1[N:16]1[CH2:21][CH2:20][CH2:19][CH:18]([NH:22][C:23](=[O:29])[O:24][C:25]([CH3:28])([CH3:27])[CH3:26])[CH2:17]1)[C:2]#[C:3][CH3:4].